This data is from Forward reaction prediction with 1.9M reactions from USPTO patents (1976-2016). The task is: Predict the product of the given reaction. (1) The product is: [CH2:20]([N:27]([CH2:28][CH2:29][OH:30])[C:17]([CH:15]1[C:12]2[CH:13]=[CH:14][C:9]([O:8][CH2:1][C:2]3[CH:3]=[CH:4][CH:5]=[CH:6][CH:7]=3)=[CH:10][C:11]=2[CH2:16]1)=[O:19])[C:21]1[CH:26]=[CH:25][CH:24]=[CH:23][CH:22]=1. Given the reactants [CH2:1]([O:8][C:9]1[CH:14]=[CH:13][C:12]2[CH:15]([C:17]([OH:19])=O)[CH2:16][C:11]=2[CH:10]=1)[C:2]1[CH:7]=[CH:6][CH:5]=[CH:4][CH:3]=1.[CH2:20]([NH:27][CH2:28][CH2:29][OH:30])[C:21]1[CH:26]=[CH:25][CH:24]=[CH:23][CH:22]=1.C(N(CC)CC)C.[O-]P1(OP([O-])(=O)OP([O-])(=O)OP([O-])(=O)O1)=O.[Na+].[Na+].[Na+].[Na+], predict the reaction product. (2) The product is: [OH:32][C:25]12[CH2:30][CH:29]3[CH2:28][CH:27]([CH2:31][CH:23]([CH:22]3[NH:21][C:16](=[O:18])[C:15]3[CH:14]=[CH:13][C:12]([O:11][CH2:10][S:7]([C:2]4[CH:3]=[CH:4][CH:5]=[CH:6][N:1]=4)(=[O:8])=[O:9])=[CH:20][CH:19]=3)[CH2:24]1)[CH2:26]2. Given the reactants [N:1]1[CH:6]=[CH:5][CH:4]=[CH:3][C:2]=1[S:7]([CH2:10][O:11][C:12]1[CH:20]=[CH:19][C:15]([C:16]([OH:18])=O)=[CH:14][CH:13]=1)(=[O:9])=[O:8].[NH2:21][CH:22]1[CH:29]2[CH2:30][C:25]3([OH:32])[CH2:26][CH:27]([CH2:31][CH:23]1[CH2:24]3)[CH2:28]2, predict the reaction product.